This data is from Reaction yield outcomes from USPTO patents with 853,638 reactions. The task is: Predict the reaction yield, written as a fraction of the theoretical maximum amount of product (1.0 means a 100% yield; for example, 0.34 means a 34% yield). (1) The reactants are [Cl:1][C:2]1[CH:3]=[C:4]([C:8]#[CH:9])[CH:5]=[CH:6][CH:7]=1.[CH2:10]([O:12][C:13]([N:15]1[CH2:20][CH2:19][NH:18][CH2:17][CH2:16]1)=[O:14])[CH3:11].[CH:21](=O)[C:22]1[CH:27]=[CH:26][CH:25]=[CH:24][CH:23]=1. The catalyst is [Au](Br)(Br)Br. The product is [CH2:10]([O:12][C:13]([N:15]1[CH2:16][CH2:17][N:18]([CH:21]([C:22]2[CH:27]=[CH:26][CH:25]=[CH:24][CH:23]=2)[C:9]#[C:8][C:4]2[CH:5]=[CH:6][CH:7]=[C:2]([Cl:1])[CH:3]=2)[CH2:19][CH2:20]1)=[O:14])[CH3:11]. The yield is 0.690. (2) No catalyst specified. The product is [CH3:31][O:30][C:27](=[O:29])[C:28]1[CH:17]=[CH:9][CH:8]=[CH:7][C:36]=1[NH:34][CH:35]1[CH2:18][CH2:6][N:5]([CH2:2][C:3](=[O:4])[NH:5][C:6]2[CH:7]=[CH:8][C:9]3[C:10](=[O:19])[C:11]4[C:16]([C:17]=3[CH:18]=2)=[CH:15][CH:14]=[CH:13][CH:12]=4)[CH2:3][CH2:2]1. The yield is 0.770. The reactants are Cl[CH2:2][C:3]([NH:5][C:6]1[CH:7]=[CH:8][C:9]2[C:10](=[O:19])[C:11]3[C:16]([C:17]=2[CH:18]=1)=[CH:15][CH:14]=[CH:13][CH:12]=3)=[O:4].C([O-])([O-])=O.[K+].[K+].O.[C:27]([O:30][CH2:31]C)(=[O:29])[CH3:28].C[N:34]([CH:36]=O)[CH3:35]. (3) The reactants are [N:1]([CH2:4][CH2:5][N:6]1[CH:10]=[C:9]([C:11]2[CH:16]=[CH:15][CH:14]=[CH:13][CH:12]=2)[CH:8]=[C:7]1[CH3:17])=[N+]=[N-]. The catalyst is CO.[C].[Pd]. The product is [CH3:17][C:7]1[N:6]([CH2:5][CH2:4][NH2:1])[CH:10]=[C:9]([C:11]2[CH:16]=[CH:15][CH:14]=[CH:13][CH:12]=2)[CH:8]=1. The yield is 0.830. (4) The reactants are FC1C=C(F)C=CC=1C1C=C(CN2C(=O)C3=CC=CC=C3C2=O)C(=O)N(CC(C)C)N=1.[C:32]([CH2:35][CH2:36][C:37]1[C:38](=[O:56])[N:39]([CH2:52][CH:53]2[CH2:55][CH2:54]2)[N:40]=[C:41]([C:43]2[CH:48]=[CH:47][C:46]([O:49][CH3:50])=[C:45]([F:51])[CH:44]=2)[CH:42]=1)(O)=[O:33]. No catalyst specified. The product is [CH:53]1([CH2:52][N:39]2[C:38](=[O:56])[C:37]([CH2:36][CH2:35][CH2:32][OH:33])=[CH:42][C:41]([C:43]3[CH:48]=[CH:47][C:46]([O:49][CH3:50])=[C:45]([F:51])[CH:44]=3)=[N:40]2)[CH2:55][CH2:54]1. The yield is 0.829. (5) The reactants are [CH3:1][O:2][C:3]([C:5]1[CH:6]=[C:7]([C:14]2[CH:19]=[CH:18][C:17]([CH3:20])=[CH:16][CH:15]=2)[CH:8]=[C:9]([N+:11]([O-])=O)[CH:10]=1)=[O:4].Cl[Sn]Cl. The catalyst is CO. The product is [CH3:1][O:2][C:3]([C:5]1[CH:6]=[C:7]([C:14]2[CH:19]=[CH:18][C:17]([CH3:20])=[CH:16][CH:15]=2)[CH:8]=[C:9]([NH2:11])[CH:10]=1)=[O:4]. The yield is 0.950. (6) The reactants are [Cl:1][C:2]1[NH:3][CH:4]=[C:5]([N+:7]([O-:9])=[O:8])[N:6]=1.[CH3:10][C:11]1([CH2:14][S:15][C:16]2[N:20]([C:21]3[CH:26]=[CH:25][CH:24]=[CH:23][CH:22]=3)[N:19]=[N:18][N:17]=2)[CH2:13][O:12]1.C([O-])(=O)C.[Na+]. The catalyst is C(O)C. The product is [Cl:1][C:2]1[N:3]([CH2:10][C:11]([CH3:13])([OH:12])[CH2:14][S:15][C:16]2[N:20]([C:21]3[CH:26]=[CH:25][CH:24]=[CH:23][CH:22]=3)[N:19]=[N:18][N:17]=2)[CH:4]=[C:5]([N+:7]([O-:9])=[O:8])[N:6]=1. The yield is 0.690. (7) The reactants are [CH:1]1([C:7](=[S:9])[NH2:8])[CH2:6][CH2:5][CH2:4][CH2:3][CH2:2]1.Br[CH2:11][C:12](=O)[C:13]([O:15][CH2:16][CH3:17])=[O:14]. The catalyst is C1COCC1. The product is [CH2:16]([O:15][C:13]([C:12]1[N:8]=[C:7]([CH:1]2[CH2:6][CH2:5][CH2:4][CH2:3][CH2:2]2)[S:9][CH:11]=1)=[O:14])[CH3:17]. The yield is 0.740.